Dataset: Full USPTO retrosynthesis dataset with 1.9M reactions from patents (1976-2016). Task: Predict the reactants needed to synthesize the given product. (1) Given the product [Cl:29][C:10]1[N:11]=[N:12][C:13]([CH3:14])=[C:8]([C:5]2[CH:6]=[CH:7][C:2]([Cl:1])=[CH:3][CH:4]=2)[C:9]=1[C:16]1[C:21]([F:22])=[CH:20][C:19]([O:23][CH2:24][CH3:25])=[CH:18][C:17]=1[F:26], predict the reactants needed to synthesize it. The reactants are: [Cl:1][C:2]1[CH:7]=[CH:6][C:5]([C:8]2[C:13]([CH3:14])=[N:12][NH:11][C:10](=O)[C:9]=2[C:16]2[C:21]([F:22])=[CH:20][C:19]([O:23][CH2:24][CH3:25])=[CH:18][C:17]=2[F:26])=[CH:4][CH:3]=1.P(Cl)(Cl)([Cl:29])=O. (2) The reactants are: F[C:2]1[CH:9]=[CH:8][CH:7]=[CH:6][C:3]=1[CH:4]=[O:5].[CH:10]1([S:16]([O-:18])=[O:17])[CH2:15][CH2:14][CH2:13][CH2:12][CH2:11]1.[Na+]. Given the product [CH:10]1([S:16]([C:2]2[CH:9]=[CH:8][CH:7]=[CH:6][C:3]=2[CH:4]=[O:5])(=[O:18])=[O:17])[CH2:15][CH2:14][CH2:13][CH2:12][CH2:11]1, predict the reactants needed to synthesize it. (3) Given the product [CH3:3][NH:4][C:5]([C:7]1[CH:8]=[C:9]2[C:13](=[CH:14][CH:15]=1)[NH:12][C:11](=[O:16])[CH:10]2[C:18]1[C:27]2[C:22](=[CH:23][C:24]([O:28][CH2:29][CH2:30][CH2:31][N:32]3[CH2:37][CH2:36][O:35][CH2:34][CH2:33]3)=[CH:25][CH:26]=2)[N:21]=[CH:20][N:19]=1)=[O:6], predict the reactants needed to synthesize it. The reactants are: [H-].[Na+].[CH3:3][NH:4][C:5]([C:7]1[CH:8]=[C:9]2[C:13](=[CH:14][CH:15]=1)[NH:12][C:11](=[O:16])[CH2:10]2)=[O:6].Cl[C:18]1[C:27]2[C:22](=[CH:23][C:24]([O:28][CH2:29][CH2:30][CH2:31][N:32]3[CH2:37][CH2:36][O:35][CH2:34][CH2:33]3)=[CH:25][CH:26]=2)[N:21]=[CH:20][N:19]=1.Cl.